Dataset: NCI-60 drug combinations with 297,098 pairs across 59 cell lines. Task: Regression. Given two drug SMILES strings and cell line genomic features, predict the synergy score measuring deviation from expected non-interaction effect. (1) Cell line: A549. Synergy scores: CSS=63.1, Synergy_ZIP=-6.26, Synergy_Bliss=-6.27, Synergy_Loewe=-1.00, Synergy_HSA=1.23. Drug 1: C1C(C(OC1N2C=C(C(=O)NC2=O)F)CO)O. Drug 2: N.N.Cl[Pt+2]Cl. (2) Drug 1: CC1=C(N=C(N=C1N)C(CC(=O)N)NCC(C(=O)N)N)C(=O)NC(C(C2=CN=CN2)OC3C(C(C(C(O3)CO)O)O)OC4C(C(C(C(O4)CO)O)OC(=O)N)O)C(=O)NC(C)C(C(C)C(=O)NC(C(C)O)C(=O)NCCC5=NC(=CS5)C6=NC(=CS6)C(=O)NCCC[S+](C)C)O. Drug 2: C1CC(=O)NC(=O)C1N2C(=O)C3=CC=CC=C3C2=O. Cell line: M14. Synergy scores: CSS=24.7, Synergy_ZIP=-3.70, Synergy_Bliss=-3.51, Synergy_Loewe=-16.1, Synergy_HSA=-4.77. (3) Drug 1: C1=CC(=CC=C1CC(C(=O)O)N)N(CCCl)CCCl.Cl. Drug 2: C1C(C(OC1N2C=NC3=C(N=C(N=C32)Cl)N)CO)O. Cell line: A549. Synergy scores: CSS=24.9, Synergy_ZIP=0.362, Synergy_Bliss=3.90, Synergy_Loewe=1.27, Synergy_HSA=1.26. (4) Drug 1: CC1=C(C=C(C=C1)NC2=NC=CC(=N2)N(C)C3=CC4=NN(C(=C4C=C3)C)C)S(=O)(=O)N.Cl. Drug 2: CC1=C2C(C(=O)C3(C(CC4C(C3C(C(C2(C)C)(CC1OC(=O)C(C(C5=CC=CC=C5)NC(=O)C6=CC=CC=C6)O)O)OC(=O)C7=CC=CC=C7)(CO4)OC(=O)C)O)C)OC(=O)C. Cell line: SR. Synergy scores: CSS=77.3, Synergy_ZIP=16.8, Synergy_Bliss=12.3, Synergy_Loewe=-5.23, Synergy_HSA=14.3.